This data is from Reaction yield outcomes from USPTO patents with 853,638 reactions. The task is: Predict the reaction yield, written as a fraction of the theoretical maximum amount of product (1.0 means a 100% yield; for example, 0.34 means a 34% yield). The reactants are [CH3:1][O:2][C:3]1[CH:4]=[C:5]2[C:10](=[CH:11][C:12]=1[O:13][CH3:14])[N:9]=[CH:8][N:7]=[C:6]2[O:15][C:16]1[CH:17]=[C:18]([CH:20]=[CH:21][CH:22]=1)[NH2:19].C(N(CC)C(C)C)(C)C.[CH3:32][O:33][CH2:34][CH2:35][O:36][C:37]1[CH:38]=[C:39]([NH:47][C:48](=O)[O:49]C2C=CC=CC=2)[CH:40]=[CH:41][C:42]=1[C:43]([F:46])([F:45])[F:44]. The catalyst is C1COCC1.CN(C)C1C=CN=CC=1. The product is [CH3:1][O:2][C:3]1[CH:4]=[C:5]2[C:10](=[CH:11][C:12]=1[O:13][CH3:14])[N:9]=[CH:8][N:7]=[C:6]2[O:15][C:16]1[CH:17]=[C:18]([NH:19][C:48]([NH:47][C:39]2[CH:40]=[CH:41][C:42]([C:43]([F:45])([F:46])[F:44])=[C:37]([O:36][CH2:35][CH2:34][O:33][CH3:32])[CH:38]=2)=[O:49])[CH:20]=[CH:21][CH:22]=1. The yield is 0.650.